Predict the reactants needed to synthesize the given product. From a dataset of Full USPTO retrosynthesis dataset with 1.9M reactions from patents (1976-2016). (1) The reactants are: C(OC(=O)[NH:7][C:8]1[CH:13]=[C:12](OCC(F)(F)F)[C:11]([C:20]([F:23])([F:22])[F:21])=[CH:10][C:9]=1[NH:24][C:25](=[O:44])[CH2:26][C:27]([C:29]1[CH:34]=[CH:33][CH:32]=[C:31]([C:35]2[CH:40]=[CH:39][N:38]=[C:37]([CH:41]([CH3:43])[CH3:42])[CH:36]=2)[CH:30]=1)=O)(C)(C)C.[C:46](O)([C:48]([F:51])([F:50])[F:49])=[O:47]. Given the product [CH:41]([C:37]1[CH:36]=[C:35]([C:31]2[CH:30]=[C:29]([C:27]3[CH2:26][C:25](=[O:44])[NH:24][C:9]4[CH:10]=[C:11]([C:20]([F:22])([F:21])[F:23])[C:12]([O:47][CH2:46][C:48]([F:51])([F:50])[F:49])=[CH:13][C:8]=4[N:7]=3)[CH:34]=[CH:33][CH:32]=2)[CH:40]=[CH:39][N:38]=1)([CH3:42])[CH3:43], predict the reactants needed to synthesize it. (2) The reactants are: [CH3:1][Si:2]([CH3:5])([CH3:4])Cl.[O-:6][P:7]([O:10][P:11]([O-:14])([O-:13])=[O:12])(=[O:9])[O-:8].[K+].[K+].[K+].[K+]. Given the product [O:9]([Si:2]([CH3:5])([CH3:4])[CH3:1])[P:7]([O:10][P:11]([O:14][Si:2]([CH3:5])([CH3:4])[CH3:1])([O:13][Si:2]([CH3:5])([CH3:4])[CH3:1])=[O:12])(=[O:8])[O:6][Si:2]([CH3:5])([CH3:4])[CH3:1], predict the reactants needed to synthesize it. (3) Given the product [ClH:19].[NH:1]([C:2]1[CH:3]=[CH:4][C:5]([S:8]([NH2:11])(=[O:10])=[O:9])=[N:6][CH:7]=1)[NH2:12], predict the reactants needed to synthesize it. The reactants are: [NH2:1][C:2]1[CH:3]=[CH:4][C:5]([S:8]([NH2:11])(=[O:10])=[O:9])=[N:6][CH:7]=1.[N:12]([O-])=O.[Na+].O.O.[Sn](Cl)[Cl:19].[OH-].[Na+]. (4) The reactants are: [CH:1](NC(C)C)(C)C.C([Li])CCC.[F:13][C:14]1[CH:15]=[C:16]([CH2:20][C:21]([OH:23])=[O:22])[CH:17]=[CH:18][CH:19]=1.IC. Given the product [F:13][C:14]1[CH:15]=[C:16]([CH:20]([CH3:1])[C:21]([OH:23])=[O:22])[CH:17]=[CH:18][CH:19]=1, predict the reactants needed to synthesize it. (5) Given the product [F:24][C:2]([F:23])([F:1])[C:3]1[CH:4]=[C:5]([CH:20]=[CH:21][CH:22]=1)[CH2:6][NH:7][C:8]1[C:17]2[C:12](=[C:13]([C:18]([NH2:19])=[O:26])[CH:14]=[CH:15][CH:16]=2)[N:11]=[CH:10][CH:9]=1, predict the reactants needed to synthesize it. The reactants are: [F:1][C:2]([F:24])([F:23])[C:3]1[CH:4]=[C:5]([CH:20]=[CH:21][CH:22]=1)[CH2:6][NH:7][C:8]1[C:17]2[C:12](=[C:13]([C:18]#[N:19])[CH:14]=[CH:15][CH:16]=2)[N:11]=[CH:10][CH:9]=1.[Li+].[OH-:26].